Dataset: Full USPTO retrosynthesis dataset with 1.9M reactions from patents (1976-2016). Task: Predict the reactants needed to synthesize the given product. (1) Given the product [CH3:32][C:24]([S:23][C:20]1[CH:21]=[CH:22][C:17]([CH2:16][N:8]([CH2:9][C:10]2[N:11]=[C:12]([CH3:15])[S:13][CH:14]=2)[C:4]2[CH:3]=[C:2]([O:42][C:38]3[CH:39]=[CH:40][CH:41]=[C:36]([C:35]([F:34])([F:43])[F:44])[CH:37]=3)[N:7]=[CH:6][N:5]=2)=[CH:18][CH:19]=1)([CH3:33])[C:25]([O:27][C:28]([CH3:31])([CH3:30])[CH3:29])=[O:26], predict the reactants needed to synthesize it. The reactants are: Cl[C:2]1[N:7]=[CH:6][N:5]=[C:4]([N:8]([CH2:16][C:17]2[CH:22]=[CH:21][C:20]([S:23][C:24]([CH3:33])([CH3:32])[C:25]([O:27][C:28]([CH3:31])([CH3:30])[CH3:29])=[O:26])=[CH:19][CH:18]=2)[CH2:9][C:10]2[N:11]=[C:12]([CH3:15])[S:13][CH:14]=2)[CH:3]=1.[F:34][C:35]([F:44])([F:43])[C:36]1[CH:37]=[C:38]([OH:42])[CH:39]=[CH:40][CH:41]=1.C(=O)([O-])[O-].[K+].[K+]. (2) Given the product [N+:1]([C:4]1[CH:9]=[CH:8][CH:7]=[CH:6][C:5]=1[S:10]([NH:14][CH2:15][CH2:16][CH2:17][O:18][CH:27]1[CH2:28][CH2:29][CH2:30][CH2:31][O:26]1)(=[O:12])=[O:11])([O-:3])=[O:2], predict the reactants needed to synthesize it. The reactants are: [N+:1]([C:4]1[CH:9]=[CH:8][CH:7]=[CH:6][C:5]=1[S:10](Cl)(=[O:12])=[O:11])([O-:3])=[O:2].[NH2:14][CH2:15][CH2:16][CH2:17][OH:18].C(N(CC)CC)C.[O:26]1[CH:31]=[CH:30][CH2:29][CH2:28][CH2:27]1.C1(C)C=CC(S(O)(=O)=O)=CC=1.[OH-].[Na+]. (3) Given the product [C:38]([N:35]1[CH2:36][CH2:37][CH:33]([NH:32][C:19](=[O:21])[C:18]2[CH:22]=[C:14]([F:13])[CH:15]=[N:16][C:17]=2[O:23][C:24]2[CH:29]=[CH:28][CH:27]=[C:26]([S:30][CH3:31])[CH:25]=2)[CH2:34]1)(=[O:2])[CH3:39], predict the reactants needed to synthesize it. The reactants are: C(N1C=CN=C1)(N1C=CN=C1)=[O:2].[F:13][C:14]1[CH:15]=[N:16][C:17]([O:23][C:24]2[CH:29]=[CH:28][CH:27]=[C:26]([S:30][CH3:31])[CH:25]=2)=[C:18]([CH:22]=1)[C:19]([OH:21])=O.[NH2:32][CH:33]1[CH2:37][CH2:36][N:35]([CH2:38][CH2:39]C(CC)=O)[CH2:34]1. (4) Given the product [F:12][C:13]1[CH:14]=[CH:15][C:16]([N:19]2[C:20](=[O:41])[C@H:21]([CH2:30][CH2:31][C@@H:32]([C:34]3[CH:35]=[CH:36][C:37]([F:40])=[CH:38][CH:39]=3)[OH:33])[C@H:22]2[C:23]2[CH:24]=[CH:25][C:26]([O:29][CH2:43][C:44]([O:46][C:47]([CH3:50])([CH3:49])[CH3:48])=[O:45])=[CH:27][CH:28]=2)=[CH:17][CH:18]=1, predict the reactants needed to synthesize it. The reactants are: C(=O)([O-])[O-].[Cs+].[Cs+].CN(C)C=O.[F:12][C:13]1[CH:18]=[CH:17][C:16]([N:19]2[C@H:22]([C:23]3[CH:28]=[CH:27][C:26]([OH:29])=[CH:25][CH:24]=3)[C@@H:21]([CH2:30][CH2:31][C@@H:32]([C:34]3[CH:39]=[CH:38][C:37]([F:40])=[CH:36][CH:35]=3)[OH:33])[C:20]2=[O:41])=[CH:15][CH:14]=1.Br[CH2:43][C:44]([O:46][C:47]([CH3:50])([CH3:49])[CH3:48])=[O:45].